Predict which catalyst facilitates the given reaction. From a dataset of Catalyst prediction with 721,799 reactions and 888 catalyst types from USPTO. Reactant: [H-].[Al+3].[Li+].[H-].[H-].[H-].C[O:8][C:9](=O)[C:10]1[CH:15]=[CH:14][C:13]([CH2:16][O:17][CH2:18][CH3:19])=[CH:12][CH:11]=1.O.[OH-].[Na+]. Product: [CH2:18]([O:17][CH2:16][C:13]1[CH:14]=[CH:15][C:10]([CH2:9][OH:8])=[CH:11][CH:12]=1)[CH3:19]. The catalyst class is: 7.